Regression. Given two drug SMILES strings and cell line genomic features, predict the synergy score measuring deviation from expected non-interaction effect. From a dataset of NCI-60 drug combinations with 297,098 pairs across 59 cell lines. Drug 1: C1=CC(=CC=C1CCCC(=O)O)N(CCCl)CCCl. Drug 2: CC1=C(C(CCC1)(C)C)C=CC(=CC=CC(=CC(=O)O)C)C. Cell line: OVCAR-5. Synergy scores: CSS=5.18, Synergy_ZIP=-5.27, Synergy_Bliss=-4.75, Synergy_Loewe=-6.45, Synergy_HSA=-5.74.